Dataset: Reaction yield outcomes from USPTO patents with 853,638 reactions. Task: Predict the reaction yield, written as a fraction of the theoretical maximum amount of product (1.0 means a 100% yield; for example, 0.34 means a 34% yield). (1) The reactants are [OH-].[K+].[NH2:3][C:4]1[CH:5]=[C:6]([CH:10]=[CH:11][C:12]=1[Cl:13])[C:7]([OH:9])=[O:8].Br[CH2:15][CH2:16][CH2:17][CH2:18][CH2:19][CH2:20][CH2:21][CH2:22][CH2:23][CH2:24][CH2:25][CH2:26][CH2:27][CH2:28][CH2:29][CH3:30]. The catalyst is [Br-].C([N+](CC)(CC)CC)C1C=CC=CC=1.C1(C)C(C)=CC=CC=1. The product is [CH2:30]([O:8][C:7](=[O:9])[C:6]1[CH:10]=[CH:11][C:12]([Cl:13])=[C:4]([NH2:3])[CH:5]=1)[CH2:29][CH2:28][CH2:27][CH2:26][CH2:25][CH2:24][CH2:23][CH2:22][CH2:21][CH2:20][CH2:19][CH2:18][CH2:17][CH2:16][CH3:15]. The yield is 0.830. (2) The reactants are Br[C:2]1[N:7]=[CH:6][C:5]([NH2:8])=[CH:4][CH:3]=1.[F:9][C:10]([F:21])([F:20])[C:11]1[CH:16]=[CH:15][CH:14]=[CH:13][C:12]=1B(O)O. No catalyst specified. The product is [F:9][C:10]([F:21])([F:20])[C:11]1[CH:16]=[CH:15][CH:14]=[CH:13][C:12]=1[C:2]1[N:7]=[CH:6][C:5]([NH2:8])=[CH:4][CH:3]=1. The yield is 0.590. (3) The product is [ClH:33].[C:27]1([S:24]([C:17]2[C:18]3[C:23](=[CH:22][CH:21]=[CH:20][CH:19]=3)[N:15]([CH2:14][CH:11]3[CH2:12][CH2:13][NH:8][CH2:9][CH2:10]3)[CH:16]=2)(=[O:25])=[O:26])[CH:28]=[CH:29][CH:30]=[CH:31][CH:32]=1. The catalyst is O1CCOCC1. The reactants are C(OC([N:8]1[CH2:13][CH2:12][CH:11]([CH2:14][N:15]2[C:23]3[C:18](=[CH:19][CH:20]=[CH:21][CH:22]=3)[C:17]([S:24]([C:27]3[CH:32]=[CH:31][CH:30]=[CH:29][CH:28]=3)(=[O:26])=[O:25])=[CH:16]2)[CH2:10][CH2:9]1)=O)(C)(C)C.[ClH:33]. The yield is 0.820. (4) The reactants are [CH3:1][O:2][C:3]1[CH:8]=[CH:7][N:6]=[C:5]([C:9]([O:11]C)=O)[CH:4]=1.[Li+].C[Si]([N-][Si](C)(C)C)(C)C.[Cl:23][C:24]1[N:29]=[C:28]([CH3:30])[CH:27]=[CH:26][N:25]=1. The catalyst is C1COCC1. The product is [Cl:23][C:24]1[N:29]=[C:28]([CH2:30][C:9]([C:5]2[CH:4]=[C:3]([O:2][CH3:1])[CH:8]=[CH:7][N:6]=2)=[O:11])[CH:27]=[CH:26][N:25]=1. The yield is 0.160.